Dataset: Tyrosyl-DNA phosphodiesterase HTS with 341,365 compounds. Task: Binary Classification. Given a drug SMILES string, predict its activity (active/inactive) in a high-throughput screening assay against a specified biological target. (1) The compound is S(CC(=O)NCC1OCCC1)c1n(Cc2occc2)c(=O)c2c(sc(c2)CC)n1. The result is 0 (inactive). (2) The result is 0 (inactive). The drug is O(c1cc2c(cc(nc2)c2ccccc2)cc1)C.